From a dataset of Forward reaction prediction with 1.9M reactions from USPTO patents (1976-2016). Predict the product of the given reaction. (1) Given the reactants C([N-]C(C)C)(C)C.[Li+].O1CCCC1.CCCCCCC.C(C1C=CC=CC=1)C.[CH3:29][N:30]([CH3:38])/[N:31]=[C:32](\[CH3:37])/[C:33]([F:36])([F:35])[F:34].[Br:39][C:40]1[CH:41]=[C:42](/[C:47](=[N:50]\[S@@:51]([C:53]([CH3:56])([CH3:55])[CH3:54])=[O:52])/[CH2:48][F:49])[C:43]([F:46])=[N:44][CH:45]=1, predict the reaction product. The product is: [Br:39][C:40]1[CH:41]=[C:42]([C@@:47]([NH:50][S@@:51]([C:53]([CH3:56])([CH3:55])[CH3:54])=[O:52])([CH2:37]/[C:32](=[N:31]/[N:30]([CH3:38])[CH3:29])/[C:33]([F:36])([F:35])[F:34])[CH2:48][F:49])[C:43]([F:46])=[N:44][CH:45]=1. (2) Given the reactants [Br:1][C:2]1[CH:13]=[N:12][C:5]2[NH:6][C:7](=[O:11])[CH2:8][NH:9][CH2:10][C:4]=2[CH:3]=1.[C:14]([O:18][C:19](=[O:22])[CH2:20]Br)([CH3:17])([CH3:16])[CH3:15].C(N(CC)CC)C, predict the reaction product. The product is: [C:14]([O:18][C:19](=[O:22])[CH2:20][N:9]1[CH2:10][C:4]2[CH:3]=[C:2]([Br:1])[CH:13]=[N:12][C:5]=2[NH:6][C:7](=[O:11])[CH2:8]1)([CH3:17])([CH3:16])[CH3:15].